Dataset: Full USPTO retrosynthesis dataset with 1.9M reactions from patents (1976-2016). Task: Predict the reactants needed to synthesize the given product. (1) The reactants are: B(Br)(Br)Br.C[O:6][C:7]1[CH:12]=[CH:11][C:10]([C:13]#[C:14][C:15]2[CH:20]=[CH:19][N:18]=[CH:17][CH:16]=2)=[CH:9][CH:8]=1.[OH-].[Na+].Cl. Given the product [N:18]1[CH:19]=[CH:20][C:15]([C:14]#[C:13][C:10]2[CH:9]=[CH:8][C:7]([OH:6])=[CH:12][CH:11]=2)=[CH:16][CH:17]=1, predict the reactants needed to synthesize it. (2) The reactants are: [Cl:1][C:2]1[CH:3]=[C:4]([C:9]2([C:27]([F:30])([F:29])[F:28])[O:13][N:12]=[C:11]([C:14]3[N:15]4[C:19]([C:20]([C:23]([O:25]C)=[O:24])=[CH:21][CH:22]=3)=[CH:18][CH:17]=[CH:16]4)[CH2:10]2)[CH:5]=[C:6]([Cl:8])[CH:7]=1.[OH-].[Na+].Cl. Given the product [Cl:1][C:2]1[CH:3]=[C:4]([C:9]2([C:27]([F:28])([F:30])[F:29])[O:13][N:12]=[C:11]([C:14]3[N:15]4[C:19]([C:20]([C:23]([OH:25])=[O:24])=[CH:21][CH:22]=3)=[CH:18][CH:17]=[CH:16]4)[CH2:10]2)[CH:5]=[C:6]([Cl:8])[CH:7]=1, predict the reactants needed to synthesize it. (3) Given the product [F:1][C:2]1[C:3]([C:18]2[N:22]([CH:23]([CH3:25])[CH3:24])[C:21]([CH3:26])=[N:20][CH:19]=2)=[N:4][C:5]([NH:8][C:9]2[CH:17]=[CH:16][C:12]([C:13]([N:28]([CH3:29])[CH3:27])=[O:15])=[CH:11][N:10]=2)=[N:6][CH:7]=1, predict the reactants needed to synthesize it. The reactants are: [F:1][C:2]1[C:3]([C:18]2[N:22]([CH:23]([CH3:25])[CH3:24])[C:21]([CH3:26])=[N:20][CH:19]=2)=[N:4][C:5]([NH:8][C:9]2[CH:17]=[CH:16][C:12]([C:13]([OH:15])=O)=[CH:11][N:10]=2)=[N:6][CH:7]=1.[CH3:27][N:28](C(ON1N=NC2C=CC=NC1=2)=[N+](C)C)[CH3:29].F[P-](F)(F)(F)(F)F.CCN(C(C)C)C(C)C.CNC.CCO.